Dataset: Forward reaction prediction with 1.9M reactions from USPTO patents (1976-2016). Task: Predict the product of the given reaction. Given the reactants [Cl:1][C:2]1[CH:7]=[CH:6][C:5]([F:8])=[CH:4][C:3]=1[OH:9].C(=O)([O-])[O-].[Cs+].[Cs+].[C:16]([O:20][C:21]([N:23]1[CH2:28][CH2:27][CH:26](OS(C)(=O)=O)[CH2:25][CH2:24]1)=[O:22])([CH3:19])([CH3:18])[CH3:17], predict the reaction product. The product is: [C:16]([O:20][C:21]([N:23]1[CH2:28][CH2:27][CH:26]([O:9][C:3]2[CH:4]=[C:5]([F:8])[CH:6]=[CH:7][C:2]=2[Cl:1])[CH2:25][CH2:24]1)=[O:22])([CH3:19])([CH3:17])[CH3:18].